Task: Predict the reaction yield, written as a fraction of the theoretical maximum amount of product (1.0 means a 100% yield; for example, 0.34 means a 34% yield).. Dataset: Reaction yield outcomes from USPTO patents with 853,638 reactions (1) The reactants are C1C=C(Cl)C=C(C(OO)=[O:9])C=1.[N:12]1([C:18]([O:20][C:21]([CH3:24])([CH3:23])[CH3:22])=[O:19])[CH2:17][CH2:16][CH:15]=[CH:14][CH2:13]1.S([O-])([O-])=O.[Na+].[Na+].C(=O)(O)[O-].[Na+]. The catalyst is C(Cl)Cl. The product is [CH:14]12[O:9][CH:15]1[CH2:16][CH2:17][N:12]([C:18]([O:20][C:21]([CH3:24])([CH3:23])[CH3:22])=[O:19])[CH2:13]2. The yield is 0.990. (2) The reactants are Cl.[N:2]1([CH2:7][CH2:8][CH2:9][O:10][C:11]2[CH:16]=[CH:15][C:14]([N:17]3[CH2:22][CH2:21][NH:20][CH2:19][CH2:18]3)=[CH:13][CH:12]=2)[CH2:6][CH2:5][CH2:4][CH2:3]1.[CH:23](=O)[C:24]1[CH:29]=[CH:28][CH:27]=[CH:26][CH:25]=1.C(O)(=O)C.C(O[BH-](OC(=O)C)OC(=O)C)(=O)C.[Na+].[Cl:49][CH:50]([Cl:52])C. No catalyst specified. The product is [NH3:2].[CH3:9][OH:10].[Cl:49][CH2:50][Cl:52].[CH2:23]([N:20]1[CH2:19][CH2:18][N:17]([C:14]2[CH:13]=[CH:12][C:11]([O:10][CH2:9][CH2:8][CH2:7][N:2]3[CH2:6][CH2:5][CH2:4][CH2:3]3)=[CH:16][CH:15]=2)[CH2:22][CH2:21]1)[C:24]1[CH:29]=[CH:28][CH:27]=[CH:26][CH:25]=1. The yield is 0.0500. (3) The reactants are Cl.Cl.[N:3]1([CH:9]([CH3:12])[CH2:10][OH:11])[CH2:8][CH2:7][NH:6][CH2:5][CH2:4]1.C(N(C(C)C)C(C)C)C.[CH3:22][O:23][C:24]1[CH:25]=[C:26]([CH2:32][CH2:33][C:34]2[CH:35]=[C:36]([NH:39][C:40](=[O:48])[C:41]3[CH:46]=[CH:45][C:44](F)=[CH:43][CH:42]=3)[NH:37][N:38]=2)[CH:27]=[C:28]([O:30][CH3:31])[CH:29]=1. The catalyst is CS(C)=O. The product is [CH3:31][O:30][C:28]1[CH:27]=[C:26]([CH2:32][CH2:33][C:34]2[CH:35]=[C:36]([NH:39][C:40](=[O:48])[C:41]3[CH:42]=[CH:43][C:44]([N:6]4[CH2:7][CH2:8][N:3]([CH:9]([CH3:12])[CH2:10][OH:11])[CH2:4][CH2:5]4)=[CH:45][CH:46]=3)[NH:37][N:38]=2)[CH:25]=[C:24]([O:23][CH3:22])[CH:29]=1. The yield is 0.154. (4) The reactants are [N:1]([C:10]1[CH:16]=[CH:15][C:13]([NH2:14])=[CH:12][CH:11]=1)=[N:2][C:3]1[CH:9]=[CH:8][C:6]([NH2:7])=[CH:5][CH:4]=1.[C:17](Cl)(=[O:19])[CH3:18].C(OCC)(=O)C. The catalyst is ClCCl. The product is [C:17]([NH:14][C:13]1[CH:15]=[CH:16][C:10]([N:1]=[N:2][C:3]2[CH:4]=[CH:5][C:6]([NH2:7])=[CH:8][CH:9]=2)=[CH:11][CH:12]=1)(=[O:19])[CH3:18]. The yield is 0.730. (5) The reactants are Cl[C:2]1[C:7]([F:8])=[CH:6][N:5]=[C:4]([O:9][CH2:10][C:11]2[CH:16]=[CH:15][CH:14]=[C:13]([O:17][CH3:18])[CH:12]=2)[N:3]=1.[H-].[Na+].[S:21]([NH2:25])([NH2:24])(=[O:23])=[O:22]. The catalyst is CN(C=O)C. The product is [F:8][C:7]1[C:2]([NH:24][S:21]([NH2:25])(=[O:23])=[O:22])=[N:3][C:4]([O:9][CH2:10][C:11]2[CH:16]=[CH:15][CH:14]=[C:13]([O:17][CH3:18])[CH:12]=2)=[N:5][CH:6]=1. The yield is 0.0720. (6) The reactants are S.[Cl:2][C:3]1[CH:4]=[CH:5][C:6]([NH:9][C:10]([C:12]2[CH:17]=[CH:16][CH:15]=[CH:14][C:13]=2[NH:18][C:19]([C:21]2[CH:26]=[CH:25][C:24]([C:27]3[CH:32]=[CH:31][CH:30]=[CH:29][C:28]=3[C:33]#[N:34])=[CH:23][CH:22]=2)=[O:20])=[O:11])=[N:7][CH:8]=1.CI.[N:37]1C=CC=CC=1. The catalyst is CCN(CC)CC.CC(C)=O.C(O)(=O)C.CO. The product is [Cl:2][C:3]1[CH:4]=[CH:5][C:6]([NH:9][C:10]([C:12]2[CH:17]=[CH:16][CH:15]=[CH:14][C:13]=2[NH:18][C:19]([C:21]2[CH:26]=[CH:25][C:24]([C:27]3[CH:32]=[CH:31][CH:30]=[CH:29][C:28]=3[C:33]([NH2:37])=[NH:34])=[CH:23][CH:22]=2)=[O:20])=[O:11])=[N:7][CH:8]=1. The yield is 0.150. (7) The reactants are [CH3:1][C:2]1([CH3:33])[C:11]2[C:6](=[CH:7][CH:8]=[C:9]([C:12]([NH:14][S:15]([CH:18]3[CH2:20][CH2:19]3)(=[O:17])=[O:16])=[O:13])[CH:10]=2)[NH:5][CH:4]([C:21]2[CH:26]=[CH:25][CH:24]=[C:23]([N:27]3[CH2:32][CH2:31][O:30][CH2:29][CH2:28]3)[CH:22]=2)[CH2:3]1.[C:34](=O)([O-])[O-].[K+].[K+]. The catalyst is CN(C)C=O. The product is [CH3:1][C:2]1([CH3:33])[C:11]2[C:6](=[CH:7][CH:8]=[C:9]([C:12]([N:14]([CH3:34])[S:15]([CH:18]3[CH2:20][CH2:19]3)(=[O:17])=[O:16])=[O:13])[CH:10]=2)[NH:5][CH:4]([C:21]2[CH:26]=[CH:25][CH:24]=[C:23]([N:27]3[CH2:28][CH2:29][O:30][CH2:31][CH2:32]3)[CH:22]=2)[CH2:3]1. The yield is 0.190. (8) The reactants are [CH:1]1[CH:6]=[C:5]([S:7][S:7][C:5]2[N:4]=[CH:3][CH:2]=[CH:1][CH:6]=2)[N:4]=[CH:3][CH:2]=1.C1C=CC(P(C2C=CC=CC=2)C2C=CC=CC=2)=CC=1.[Br-].[NH:35]1[CH:39]=[CH:38][CH:37]=[CH:36]1.C[Mg]Br.[NH4+].[Cl-].CC[O:47]CC. The catalyst is C1(C)C=CC=CC=1.O. The product is [CH3:6][C:5]1[S:7][C:2]([C:1]([C:36]2[NH:35][CH:39]=[CH:38][CH:37]=2)=[O:47])=[CH:3][N:4]=1. The yield is 0.620.